From a dataset of Catalyst prediction with 721,799 reactions and 888 catalyst types from USPTO. Predict which catalyst facilitates the given reaction. (1) The catalyst class is: 15. Product: [OH:3][C:4]1[CH:13]=[C:12]2[C:7]([CH2:8][CH2:9][CH2:10][C:11]2=[O:14])=[CH:6][CH:5]=1. Reactant: Br.C[O:3][C:4]1[CH:13]=[C:12]2[C:7]([CH2:8][CH2:9][CH2:10][C:11]2=[O:14])=[CH:6][CH:5]=1. (2) Reactant: [SH:1][CH2:2][CH2:3][O:4][CH2:5][CH2:6][SH:7].[OH-].[Na+].Cl[CH2:11][CH2:12][OH:13]. Product: [SH:1][CH2:2][CH2:3][O:4][CH2:5][CH2:6][S:7][CH2:11][CH2:12][OH:13]. The catalyst class is: 8. (3) Reactant: [C:1]([C:5]1[CH:10]=[CH:9][C:8]([N+:11]([O-])=O)=[CH:7][C:6]=1[OH:14])([CH3:4])([CH3:3])[CH3:2].Br[CH2:16][CH2:17][O:18][CH2:19][CH3:20]. Product: [CH2:17]([O:18][CH2:19][CH2:20][O:14][C:6]1[CH:7]=[C:8]([NH2:11])[CH:9]=[CH:10][C:5]=1[C:1]([CH3:4])([CH3:3])[CH3:2])[CH3:16]. The catalyst class is: 23. (4) Reactant: Cl[C:2]1[CH:11]=[CH:10][C:9]2[C:8]([NH2:12])=[C:7]([Cl:13])[CH:6]=[CH:5][C:4]=2[N:3]=1.C(=O)([O-])[O-].[K+].[K+].[N:20]1([C:26]([O:28][C:29]([CH3:32])([CH3:31])[CH3:30])=[O:27])[CH2:25][CH2:24][NH:23][CH2:22][CH2:21]1.O. Product: [NH2:12][C:8]1[C:7]([Cl:13])=[CH:6][CH:5]=[C:4]2[C:9]=1[CH:10]=[CH:11][C:2]([N:23]1[CH2:22][CH2:21][N:20]([C:26]([O:28][C:29]([CH3:32])([CH3:31])[CH3:30])=[O:27])[CH2:25][CH2:24]1)=[N:3]2. The catalyst class is: 37.